This data is from Full USPTO retrosynthesis dataset with 1.9M reactions from patents (1976-2016). The task is: Predict the reactants needed to synthesize the given product. (1) Given the product [O:1]1[C:5]2[CH:6]=[CH:7][CH:8]=[CH:9][C:4]=2[C:3]([CH2:10][OH:11])=[CH:2]1, predict the reactants needed to synthesize it. The reactants are: [O:1]1[C:5]2[CH:6]=[CH:7][CH:8]=[CH:9][C:4]=2[C:3]([CH:10]=[O:11])=[CH:2]1.[BH4-].[Na+]. (2) The reactants are: [F:1][C:2]1[N:7]=[C:6]([N:8]2[CH2:13][CH2:12][N:11]([CH2:14][CH2:15][CH2:16][N:17]3C(=O)C4C(=CC=CC=4)C3=O)[CH2:10][CH2:9]2)[CH:5]=[CH:4][CH:3]=1.O.NN. Given the product [F:1][C:2]1[N:7]=[C:6]([N:8]2[CH2:13][CH2:12][N:11]([CH2:14][CH2:15][CH2:16][NH2:17])[CH2:10][CH2:9]2)[CH:5]=[CH:4][CH:3]=1, predict the reactants needed to synthesize it. (3) Given the product [F:18][C:19]1[C:24]([C:2]2[N:6]([S:7]([C:10]3[CH:15]=[CH:14][CH:13]=[CH:12][CH:11]=3)(=[O:9])=[O:8])[CH:5]=[C:4]([CH:16]=[O:17])[CH:3]=2)=[CH:23][CH:22]=[CH:21][N:20]=1, predict the reactants needed to synthesize it. The reactants are: Br[C:2]1[N:6]([S:7]([C:10]2[CH:15]=[CH:14][CH:13]=[CH:12][CH:11]=2)(=[O:9])=[O:8])[CH:5]=[C:4]([CH:16]=[O:17])[CH:3]=1.[F:18][C:19]1[C:24](B(O)O)=[CH:23][CH:22]=[CH:21][N:20]=1.C(=O)([O-])O.[Na+].COCCOC. (4) Given the product [F:1][C:2]1[CH:3]=[CH:4][C:5]2[O:10][CH:9]([C:11]([OH:13])=[O:12])[CH2:8][CH2:7][C:6]=2[CH:15]=1, predict the reactants needed to synthesize it. The reactants are: [F:1][C:2]1[CH:3]=[CH:4][C:5]2[O:10][C:9]([C:11]([OH:13])=[O:12])=[CH:8][C:7](=O)[C:6]=2[CH:15]=1. (5) The reactants are: [CH2:1]([C:3]1[N:12]([CH3:13])[C:11](=[O:14])[C:10]2[C:5](=[CH:6][CH:7]=[C:8]([S:15]([CH3:18])(=[O:17])=[O:16])[CH:9]=2)[N:4]=1)[CH3:2].[Br:19]Br.O. Given the product [Br:19][CH:1]([C:3]1[N:12]([CH3:13])[C:11](=[O:14])[C:10]2[C:5](=[CH:6][CH:7]=[C:8]([S:15]([CH3:18])(=[O:16])=[O:17])[CH:9]=2)[N:4]=1)[CH3:2], predict the reactants needed to synthesize it. (6) Given the product [C:1]([O:10][CH2:11][CH:12]=[CH2:13])(=[O:9])[CH2:2][CH2:3][C:4]#[C:5][CH2:6][CH:7]=[CH2:8], predict the reactants needed to synthesize it. The reactants are: [C:1]([O:10][CH2:11][CH3:12])(=[O:9])[CH2:2][CH2:3][C:4]#[C:5][CH2:6][CH:7]=[CH2:8].[CH2:13](O)C=C. (7) Given the product [Cl:32][C:29]1[CH:30]=[CH:31][C:26]([C@:21]2([CH:23]([CH3:24])[CH3:25])[C@:13]3([C:14]4[C:19](=[CH:18][CH:17]=[C:16]([F:20])[CH:15]=4)[N:11]([C:9]4[CH:8]=[C:4]([CH:3]=[C:2]([N:11]5[CH2:9][CH2:8][O:36][C:12]5=[O:33])[CH:10]=4)[C:5]([OH:7])=[O:6])[C:12]3=[O:33])[CH2:22]2)=[CH:27][CH:28]=1, predict the reactants needed to synthesize it. The reactants are: Br[C:2]1[CH:3]=[C:4]([CH:8]=[C:9]([N:11]2[C:19]3[C:14](=[CH:15][C:16]([F:20])=[CH:17][CH:18]=3)[C@@:13]3([CH2:22][C@@:21]3([C:26]3[CH:31]=[CH:30][C:29]([Cl:32])=[CH:28][CH:27]=3)[CH:23]([CH3:25])[CH3:24])[C:12]2=[O:33])[CH:10]=1)[C:5]([O-:7])=[O:6].O[Li].[OH2:36]. (8) Given the product [Cl:1][C:2]1[CH:9]=[CH:8][C:5]([CH:6]=[O:22])=[C:4]([CH3:10])[CH:3]=1, predict the reactants needed to synthesize it. The reactants are: [Cl:1][C:2]1[CH:9]=[CH:8][C:5]([C:6]#N)=[C:4]([CH3:10])[CH:3]=1.CC(C[AlH]CC(C)C)C.CC[O:22]CC. (9) Given the product [Cl:11][C:12]1[CH:17]=[CH:16][CH:15]=[CH:14][C:13]=1[C:18]1[C:22]([C:23]([O:25][CH3:26])=[O:24])=[CH:21][N:20]([C:27]2[CH:32]=[CH:31][N:30]=[C:29]([NH:1][CH2:2][CH2:3][C:4]3[CH:9]=[CH:8][C:7]([OH:10])=[CH:6][CH:5]=3)[N:28]=2)[N:19]=1, predict the reactants needed to synthesize it. The reactants are: [NH2:1][CH2:2][CH2:3][C:4]1[CH:9]=[CH:8][C:7]([OH:10])=[CH:6][CH:5]=1.[Cl:11][C:12]1[CH:17]=[CH:16][CH:15]=[CH:14][C:13]=1[C:18]1[C:22]([C:23]([O:25][CH3:26])=[O:24])=[CH:21][N:20]([C:27]2[CH:32]=[CH:31][N:30]=[C:29](Cl)[N:28]=2)[N:19]=1.